From a dataset of Reaction yield outcomes from USPTO patents with 853,638 reactions. Predict the reaction yield, written as a fraction of the theoretical maximum amount of product (1.0 means a 100% yield; for example, 0.34 means a 34% yield). The reactants are [C:1]([O:5][C:6]([N:8]1[CH2:13][CH2:12][CH:11]([C:14]2[C:18]3[CH:19]=[CH:20][C:21]([F:23])=[CH:22][C:17]=3[O:16][N:15]=2)[CH2:10][CH2:9]1)=[O:7])([CH3:4])([CH3:3])[CH3:2].C([N-]C(C)C)(C)C.[Li+].C[O:33]B(OC)OC.OO. The catalyst is O1CCCC1.C(O)(=O)C. The product is [C:1]([O:5][C:6]([N:8]1[CH2:13][CH2:12][CH:11]([C:14]2[C:18]3[CH:19]=[CH:20][C:21]([F:23])=[C:22]([OH:33])[C:17]=3[O:16][N:15]=2)[CH2:10][CH2:9]1)=[O:7])([CH3:4])([CH3:2])[CH3:3]. The yield is 0.590.